This data is from Reaction yield outcomes from USPTO patents with 853,638 reactions. The task is: Predict the reaction yield, written as a fraction of the theoretical maximum amount of product (1.0 means a 100% yield; for example, 0.34 means a 34% yield). (1) The reactants are [H-].[Na+].[F:3][C:4]1[CH:9]=[CH:8][C:7]([C:10]2[C:14]([CH2:15][OH:16])=[C:13]([CH3:17])[O:12][N:11]=2)=[CH:6][CH:5]=1.Cl[C:19]1[CH:26]=[CH:25][C:22]([C:23]#[N:24])=[CH:21][N:20]=1.C(O)(=O)CC(CC(O)=O)(C(O)=O)O. The catalyst is C1COCC1.O. The product is [F:3][C:4]1[CH:5]=[CH:6][C:7]([C:10]2[C:14]([CH2:15][O:16][C:19]3[CH:26]=[CH:25][C:22]([C:23]#[N:24])=[CH:21][N:20]=3)=[C:13]([CH3:17])[O:12][N:11]=2)=[CH:8][CH:9]=1. The yield is 0.910. (2) The reactants are [F:1][C@@H:2]1[CH2:7][NH:6][CH2:5][C@H:4]([NH:8][C:9]2[C:10]3[CH:17]=[CH:16][NH:15][C:11]=3[N:12]=[CH:13][N:14]=2)[CH2:3]1.[C:18](Cl)(=[O:21])[CH:19]=[CH2:20].C(Cl)Cl.CO. The catalyst is C1COCC1.C([O-])(O)=O.[Na+]. The product is [N:12]1[C:11]2[NH:15][CH:16]=[CH:17][C:10]=2[C:9]([NH:8][C@@H:4]2[CH2:3][C@H:2]([F:1])[CH2:7][N:6]([C:18](=[O:21])[CH:19]=[CH2:20])[CH2:5]2)=[N:14][CH:13]=1. The yield is 0.500. (3) The reactants are S(Cl)(Cl)=O.O1CCN(CC2C=CC(C(Cl)=O)=CC=2)CC1.[CH3:21][O:22][C:23]1[CH:24]=[C:25]2[C:30](=[CH:31][C:32]=1[O:33][CH3:34])[N:29]=[CH:28][CH:27]=[C:26]2[O:35][C:36]1[CH:42]=[CH:41][C:39]([NH2:40])=[CH:38][CH:37]=1.[O:43]1[CH2:48][CH2:47][N:46]([CH2:49][C:50]2[CH:55]=[CH:54][C:53]([C:56]([N:58]=[C:59]=[S:60])=[O:57])=[CH:52][CH:51]=2)[CH2:45][CH2:44]1. The catalyst is C1(C)C=CC=CC=1.C(O)C. The product is [CH3:21][O:22][C:23]1[CH:24]=[C:25]2[C:30](=[CH:31][C:32]=1[O:33][CH3:34])[N:29]=[CH:28][CH:27]=[C:26]2[O:35][C:36]1[CH:42]=[CH:41][C:39]([NH:40][C:59]([NH:58][C:56](=[O:57])[C:53]2[CH:52]=[CH:51][C:50]([CH2:49][N:46]3[CH2:45][CH2:44][O:43][CH2:48][CH2:47]3)=[CH:55][CH:54]=2)=[S:60])=[CH:38][CH:37]=1. The yield is 0.780. (4) The reactants are [CH:1]1([CH2:4][CH:5]=O)[CH2:3][CH2:2]1.ClCCl.[CH2:10]([O:12][C:13]([C@H:15]1[C@@H:20]([NH2:21])[C@H:19]2[CH2:22][C@@H:16]1[CH2:17][CH2:18]2)=[O:14])[CH3:11].C(O[BH-](OC(=O)C)OC(=O)C)(=O)C.[Na+]. The catalyst is CO.C(O)(=O)C. The product is [CH2:10]([O:12][C:13]([C@H:15]1[C@@H:20]([NH:21][CH2:5][CH2:4][CH:1]2[CH2:2][CH2:3]2)[C@H:19]2[CH2:22][C@@H:16]1[CH2:17][CH2:18]2)=[O:14])[CH3:11]. The yield is 0.849. (5) The reactants are [CH3:1][O:2][C:3]1[C:4]([C:11]#[C:12][C:13]2[CH:18]=[CH:17][C:16]([O:19][CH3:20])=[CH:15][CH:14]=2)=[N:5][CH:6]=[C:7]([O:9][CH3:10])[CH:8]=1.C([Li])(C)(C)C.[Br:26]Br. The catalyst is C1COCC1.CCCCC. The product is [Br:26][C:8]1[C:7]([O:9][CH3:10])=[CH:6][N:5]=[C:4]([C:11]#[C:12][C:13]2[CH:14]=[CH:15][C:16]([O:19][CH3:20])=[CH:17][CH:18]=2)[C:3]=1[O:2][CH3:1]. The yield is 0.290. (6) The reactants are [CH2:1]([N:4]([CH2:25][CH2:26][CH3:27])[C:5]1[NH:6][C:7](=[O:24])[C:8]2[C:13]([C:14]3[C:19]([CH3:20])=[CH:18][C:17]([CH3:21])=[CH:16][C:15]=3[CH3:22])=[CH:12][N:11]([CH3:23])[C:9]=2[N:10]=1)[CH2:2][CH3:3].CN(C)C=O.[H-].[Na+].[CH2:35](Cl)[C:36]1[CH:41]=[CH:40][CH:39]=[CH:38][CH:37]=1. The catalyst is O. The product is [CH2:35]([N:6]1[C:7](=[O:24])[C:8]2[C:13]([C:14]3[C:19]([CH3:20])=[CH:18][C:17]([CH3:21])=[CH:16][C:15]=3[CH3:22])=[CH:12][N:11]([CH3:23])[C:9]=2[N:10]=[C:5]1[N:4]([CH2:1][CH2:2][CH3:3])[CH2:25][CH2:26][CH3:27])[C:36]1[CH:41]=[CH:40][CH:39]=[CH:38][CH:37]=1. The yield is 0.170. (7) The reactants are [CH2:1]([O:8][C:9](Cl)=[O:10])[C:2]1[CH:7]=[CH:6][CH:5]=[CH:4][CH:3]=1.[CH3:12][O:13][C:14]([CH:16]1[CH:20]([C@H:21]([CH3:31])[CH2:22][O:23][Si:24]([C:27]([CH3:30])([CH3:29])[CH3:28])([CH3:26])[CH3:25])[CH2:19][N:18](CC2C=CC=CC=2)[CH2:17]1)=[O:15].O.C(=O)(O)[O-].[Na+]. The catalyst is ClCCl. The product is [CH3:12][O:13][C:14]([CH:16]1[CH:20]([C@H:21]([CH3:31])[CH2:22][O:23][Si:24]([C:27]([CH3:30])([CH3:29])[CH3:28])([CH3:25])[CH3:26])[CH2:19][N:18]([C:9]([O:8][CH2:1][C:2]2[CH:7]=[CH:6][CH:5]=[CH:4][CH:3]=2)=[O:10])[CH2:17]1)=[O:15]. The yield is 0.960. (8) The reactants are C(O)C.C([O:6][C:7](=[O:35])[CH2:8][CH2:9][CH2:10][N:11]1[CH:15]=[C:14]([C:16]2[C:28]3[C:27]4[C:22](=[CH:23][CH:24]=[CH:25][CH:26]=4)[C:21]([OH:33])([C:29]([F:32])([F:31])[F:30])[C:20]=3[CH:19]=[C:18]([CH3:34])[CH:17]=2)[CH:13]=[N:12]1)C.[OH-].[Na+].Cl. The catalyst is O. The product is [OH:33][C:21]1([C:29]([F:31])([F:32])[F:30])[C:20]2[CH:19]=[C:18]([CH3:34])[CH:17]=[C:16]([C:14]3[CH:13]=[N:12][N:11]([CH2:10][CH2:9][CH2:8][C:7]([OH:35])=[O:6])[CH:15]=3)[C:28]=2[C:27]2[C:22]1=[CH:23][CH:24]=[CH:25][CH:26]=2. The yield is 1.00. (9) The product is [NH2:29][C:7]1[CH:8]=[C:9]([N:12]([CH3:28])[C:13]2[N:18]=[C:17]3[S:19][C:20]([NH:22][C:23]([CH:25]4[CH2:26][CH2:27]4)=[O:24])=[N:21][C:16]3=[CH:15][CH:14]=2)[CH:10]=[CH:11][C:6]=1[F:5]. The reactants are [BH4-].[Na+].CO.[F:5][C:6]1[CH:11]=[CH:10][C:9]([N:12]([CH3:28])[C:13]2[N:18]=[C:17]3[S:19][C:20]([NH:22][C:23]([CH:25]4[CH2:27][CH2:26]4)=[O:24])=[N:21][C:16]3=[CH:15][CH:14]=2)=[CH:8][C:7]=1[NH:29]C(=O)C(F)(F)F.[Cl-].[NH4+]. The yield is 0.880. The catalyst is C(O)C.C(OCC)(=O)C.